From a dataset of Forward reaction prediction with 1.9M reactions from USPTO patents (1976-2016). Predict the product of the given reaction. (1) Given the reactants [F:1][C@H:2]1[C@H:8]([NH:9]C(=O)OC(C)(C)C)[CH2:7][CH2:6][C@@H:5]([C:17]2[N:21]([CH3:22])[N:20]=[CH:19][C:18]=2[N+:23]([O-])=O)[O:4][CH2:3]1.[F:26][C:27]1[CH:32]=[CH:31][CH:30]=[C:29]([F:33])[C:28]=1[C:34]1[S:35][CH:36]=[C:37]([C:39](O)=[O:40])[N:38]=1, predict the reaction product. The product is: [NH2:9][C@H:8]1[C@H:2]([F:1])[CH2:3][O:4][C@H:5]([C:17]2[N:21]([CH3:22])[N:20]=[CH:19][C:18]=2[NH:23][C:39]([C:37]2[N:38]=[C:34]([C:28]3[C:27]([F:26])=[CH:32][CH:31]=[CH:30][C:29]=3[F:33])[S:35][CH:36]=2)=[O:40])[CH2:6][CH2:7]1. (2) Given the reactants I([O-])(=O)(=O)=O.[Na+].[CH2:7]([C:10]1[CH:28]=[CH:27][C:13]([O:14][CH:15]=[C:16]2[CH:25]=[CH:24][C:23]3[C:18](=[CH:19][CH:20]=[C:21]([F:26])[CH:22]=3)[NH:17]2)=[CH:12][C:11]=1[C:29]1(C2C=CC=CC=2)[CH2:33][CH2:32][CH2:31][CH2:30]1)[CH:8]=C.[OH2:40].C(Cl)(Cl)(Cl)Cl.[OH2:46].[C:47](#N)[CH3:48], predict the reaction product. The product is: [F:26][C:21]1[CH:22]=[C:23]2[C:18](=[CH:19][CH:20]=1)[N:17]=[C:16]([CH2:15][O:14][C:13]1[CH:27]=[CH:28][C:10]([CH2:7][C:8]([OH:46])=[O:40])=[C:11]([C:29]3([C:48]4[CH:47]=[CH:11][CH:10]=[CH:7][CH:8]=4)[CH2:33][CH2:32][CH2:31][CH2:30]3)[CH:12]=1)[CH:25]=[CH:24]2. (3) Given the reactants [NH:1]1[CH2:6][CH2:5][O:4][CH2:3][CH2:2]1.[C:7]1(=[O:14])[O:13][C:11](=[O:12])[CH2:10][C:8]1=[CH2:9], predict the reaction product. The product is: [N:1]1([C:11](=[O:12])[CH2:10][C:8](=[CH2:9])[C:7]([OH:14])=[O:13])[CH2:6][CH2:5][O:4][CH2:3][CH2:2]1. (4) The product is: [Cl:21][CH2:20][CH2:19][CH2:18][O:10][C:7]1[CH:8]=[CH:9][C:4]([N+:1]([O-:3])=[O:2])=[CH:5][CH:6]=1. Given the reactants [N+:1]([C:4]1[CH:9]=[CH:8][C:7]([OH:10])=[CH:6][CH:5]=1)([O-:3])=[O:2].C(=O)([O-])[O-].[K+].[K+].Br[CH2:18][CH2:19][CH2:20][Cl:21], predict the reaction product. (5) The product is: [CH:8]([C@H:11]1[NH:16][CH2:15][CH2:14][N:13]2[C:24]3[CH:30]=[C:29]([S:31]([CH3:34])(=[O:33])=[O:32])[C:28]([C:35]([O:37][CH3:38])=[O:36])=[CH:27][C:25]=3[N:26]=[C:12]12)([CH3:10])[CH3:9]. Given the reactants C(O)(C(F)(F)F)=O.[CH:8]([C@H:11]1[N:16](C(OC(C)(C)C)=O)[CH2:15][CH2:14][N:13]2[C:24]3[CH:30]=[C:29]([S:31]([CH3:34])(=[O:33])=[O:32])[C:28]([C:35]([O:37][CH3:38])=[O:36])=[CH:27][C:25]=3[N:26]=[C:12]12)([CH3:10])[CH3:9], predict the reaction product. (6) Given the reactants [Br:1][C:2]1[CH:3]=[N:4][C:5]2[N:6]([N:8]=[C:9]([C:11]([OH:13])=O)[CH:10]=2)[CH:7]=1.[Br:14][C:15]1[CH:16]=[CH:17][CH:18]=[C:19]2[C:24]=1[N:23]([CH3:25])[NH:22][CH2:21][CH2:20]2, predict the reaction product. The product is: [Br:14][C:15]1[CH:16]=[CH:17][CH:18]=[C:19]2[C:24]=1[N:23]([CH3:25])[N:22]([C:11]([C:9]1[CH:10]=[C:5]3[N:4]=[CH:3][C:2]([Br:1])=[CH:7][N:6]3[N:8]=1)=[O:13])[CH2:21][CH2:20]2. (7) The product is: [O:25]=[C:24]1[C:23]([CH:22]([NH:21][C:19]([CH:14]2[CH2:18][CH2:17][CH2:16][CH2:15]2)=[O:20])[CH2:30][CH3:31])=[N:12][N:9]=[C:8]([C:2]2[CH:7]=[CH:6][CH:5]=[CH:4][CH:3]=2)[NH:10]1. Given the reactants Cl.[C:2]1([C:8](=[NH:10])[NH2:9])[CH:7]=[CH:6][CH:5]=[CH:4][CH:3]=1.O.[NH2:12]N.[CH:14]1([C:19]([NH:21][CH:22]([CH2:30][CH3:31])[C:23](=O)[C:24](OCC)=[O:25])=[O:20])[CH2:18][CH2:17][CH2:16][CH2:15]1, predict the reaction product. (8) Given the reactants [Cl:1][C:2]1[CH:9]=[C:8]([OH:10])[CH:7]=[C:6]([Cl:11])[C:3]=1[CH:4]=[O:5].[CH3:12][O:13][C:14](=[O:17])[CH2:15]Br.C([O-])([O-])=O.[K+].[K+].O, predict the reaction product. The product is: [CH3:12][O:13][C:14](=[O:17])[CH2:15][O:10][C:8]1[CH:9]=[C:2]([Cl:1])[C:3]([CH:4]=[O:5])=[C:6]([Cl:11])[CH:7]=1.